Dataset: Full USPTO retrosynthesis dataset with 1.9M reactions from patents (1976-2016). Task: Predict the reactants needed to synthesize the given product. (1) Given the product [F:1][C@H:2]1[C@H:7]2[N:8]=[C:9]([S:11][CH3:15])[O:10][C@H:6]2[CH2:5][C@H:4]([CH2:12][OH:13])[C@H:3]1[OH:14], predict the reactants needed to synthesize it. The reactants are: [F:1][C@H:2]1[C@H:7]2[NH:8][C:9](=[S:11])[O:10][C@H:6]2[CH2:5][C@H:4]([CH2:12][OH:13])[C@H:3]1[OH:14].[CH3:15]I.[OH-].[Na+]. (2) Given the product [CH3:22][O:23][C:24](=[O:32])[C:25]1[CH:30]=[CH:29][C:28]([N:31]2[C:18]([CH3:19])=[CH:17][CH:16]=[C:15]2[C:10]2[CH:11]=[CH:12][CH:13]=[CH:14][C:9]=2[O:8][CH2:1][C:2]2[CH:7]=[CH:6][CH:5]=[CH:4][CH:3]=2)=[CH:27][CH:26]=1, predict the reactants needed to synthesize it. The reactants are: [CH2:1]([O:8][C:9]1[CH:14]=[CH:13][CH:12]=[CH:11][C:10]=1[C:15](=O)[CH2:16][CH2:17][C:18](=O)[CH3:19])[C:2]1[CH:7]=[CH:6][CH:5]=[CH:4][CH:3]=1.[CH3:22][O:23][C:24](=[O:32])[C:25]1[CH:30]=[CH:29][C:28]([NH2:31])=[CH:27][CH:26]=1.CC1C=CC(S(O)(=O)=O)=CC=1. (3) Given the product [CH:43]1([CH2:46][O:47][C:48]2[CH:56]=[CH:55][C:51]3[O:52][CH2:53][O:54][C:50]=3[C:49]=2[C:57]2[C:58]3[NH:65][CH:64]=[C:63]([C:66]([NH:2][CH2:3][C:4]([N:6]4[CH2:11][CH2:10][CH:9]([N:12]5[C:17](=[O:18])[C:16]([CH3:20])([CH3:19])[CH2:15][C:14]([C:21]6[C:26]7[CH2:27][C:28]([CH3:31])([CH3:30])[O:29][C:25]=7[C:24]([O:32][CH3:33])=[CH:23][CH:22]=6)=[N:13]5)[CH2:8][CH2:7]4)=[O:5])=[O:67])[C:59]=3[N:60]=[CH:61][N:62]=2)[CH2:44][CH2:45]1, predict the reactants needed to synthesize it. The reactants are: Cl.[NH2:2][CH2:3][C:4]([N:6]1[CH2:11][CH2:10][CH:9]([N:12]2[C:17](=[O:18])[C:16]([CH3:20])([CH3:19])[CH2:15][C:14]([C:21]3[C:26]4[CH2:27][C:28]([CH3:31])([CH3:30])[O:29][C:25]=4[C:24]([O:32][CH3:33])=[CH:23][CH:22]=3)=[N:13]2)[CH2:8][CH2:7]1)=[O:5].CCN(C(C)C)C(C)C.[CH:43]1([CH2:46][O:47][C:48]2[CH:56]=[CH:55][C:51]3[O:52][CH2:53][O:54][C:50]=3[C:49]=2[C:57]2[C:58]3[NH:65][CH:64]=[C:63]([C:66](O)=[O:67])[C:59]=3[N:60]=[CH:61][N:62]=2)[CH2:45][CH2:44]1.CN(C(ON1N=NC2C=CC=CC1=2)=[N+](C)C)C.F[P-](F)(F)(F)(F)F.C(=O)(O)[O-].[Na+]. (4) Given the product [CH3:44][CH:13]([NH:14][C@H:15]([CH2:36][C:37]1[CH:38]=[CH:39][C:40]([Cl:43])=[CH:41][CH:42]=1)[C:16]([NH:18][N:19]1[CH2:23][CH2:22][C@H:21]([N:24]([CH:30]2[CH2:35][CH2:34][CH2:33][CH2:32][CH2:31]2)[C:25](=[O:29])[CH:26]([CH3:28])[CH3:27])[CH2:20]1)=[O:17])[C@H:9]1[CH2:10][CH2:11][CH2:12][NH:8]1, predict the reactants needed to synthesize it. The reactants are: C([N:8]1[CH2:12][CH2:11][CH2:10][C@@H:9]1[CH2:13][NH:14][C@H:15]([CH2:36][C:37]1[CH:42]=[CH:41][C:40]([Cl:43])=[CH:39][CH:38]=1)[C:16]([NH:18][N:19]1[CH2:23][CH2:22][C@H:21]([N:24]([CH:30]2[CH2:35][CH2:34][CH2:33][CH2:32][CH2:31]2)[C:25](=[O:29])[CH:26]([CH3:28])[CH3:27])[CH2:20]1)=[O:17])(OC(C)(C)C)=O.[CH2:44]=O. (5) Given the product [Br:16][C:17]1[CH:18]=[C:19]2[C:23](=[CH:24][CH:25]=1)[CH2:22][C@H:21]([NH:26][C:28](=[O:37])[O:29][CH2:30][C:31]1[CH:36]=[CH:35][CH:34]=[CH:33][CH:32]=1)[CH2:20]2, predict the reactants needed to synthesize it. The reactants are: CC1(C)[C@H]2CC[C@]1(CS(O)(=O)=O)C(=O)C2.[Br:16][C:17]1[CH:18]=[C:19]2[C:23](=[CH:24][CH:25]=1)[CH2:22][C@H:21]([NH2:26])[CH2:20]2.O.[C:28](Cl)(=[O:37])[O:29][CH2:30][C:31]1[CH:36]=[CH:35][CH:34]=[CH:33][CH:32]=1.